From a dataset of Experimentally validated miRNA-target interactions with 360,000+ pairs, plus equal number of negative samples. Binary Classification. Given a miRNA mature sequence and a target amino acid sequence, predict their likelihood of interaction. (1) The miRNA is mmu-miR-410-3p with sequence AAUAUAACACAGAUGGCCUGU. The protein sequence of the target gene is MADLTLCAFLTKVLCAHGGRMFLQDLRGHVELSEAKLRAVLRRAGPERFLLQEVELRDGPWDAEAEVAAGEGAGAGSGGGATACRVMAVSSARLCARYQRGECQGCDQLHLCRRHMLGKCPHRDCWSTCSLSHDIHTPINVQVLKSRGLFGLNEGQLRILLLQNDPCLFPEVCQMYNKGVDVLYGYCSLKDRCNKFHVCKSFVRGECPFQPCKRSHQLIHAATLKLLEDQELSVSSVVNFQIISVYRHKKLHKMLEEKDHSASTEQPQGLGKQGALGAVEARPFLPARAQSPRKPQ. Result: 1 (interaction). (2) The miRNA is hsa-miR-3176 with sequence ACUGGCCUGGGACUACCGG. The protein sequence of the target gene is MYLSRFLSIHALWVTVSSVMQPYPLVWGHYDLCKTQIYTEEGKVWDYMACQPESTDMTKYLKVKLDPPDITCGDPPETFCAMGNPYMCNNECDASTPELAHPPELMFDFEGRHPSTFWQSATWKEYPKPLQVNITLSWSKTIELTDNIVITFESGRPDQMILEKSLDYGRTWQPYQYYATDCLDAFHMDPKSVKDLSQHTVLEIICTEEYSTGYTTNSKIIHFEIKDRFAFFAGPRLRNMASLYGQLDTTKKLRDFFTVTDLRIRLLRPAVGEIFVDELHLARYFYAISDIKVRGRCKCN.... Result: 0 (no interaction). (3) The miRNA is hsa-miR-7113-3p with sequence CCUCCCUGCCCGCCUCUCUGCAG. The protein sequence of the target gene is MTMAGGRRGLVAPQNTFLENIVRRSNDTNFVLGNAQIVDWPIVYSNDGFCKLSGYHRAEVMQKSSTCSFMYGELTDKDTIEKVRQTFENYEMNSFEILMYKKNRTPVWFFVKIAPIRNEQDKVVLFLCTFSDITAFKQPIEDDSCKGWGKFARLTRALTSSRGVLQQLAPSVQKGENVHKHSRLAEVLQLGSDILPQYKQEAPKTPPHIILHYCVFKTTWDWIILILTFYTAILVPYNVSFKTRQNNVAWLVVDSIVDVIFLVDIVLNFHTTFVGPAGEVISDPKLIRMNYLKTWFVIDL.... Result: 1 (interaction). (4) The miRNA is hsa-miR-4659b-3p with sequence UUUCUUCUUAGACAUGGCAGCU. The protein sequence of the target gene is MKALDEPPYLTVGTDVSAKYRGAFCEAKIKTAKRLVKVKVTFRHDSSTVEVQDDHIKGPLKVGAIVEVKNLDGAYQEAVINKLTDASWYTVVFDDGDEKTLRRSSLCLKGERHFAESETLDQLPLTNPEHFGTPVIGKKTNRGRRSNHIPEEESSSSSSDEDEDDRKQIDELLGKVVCVDYISLDKKKALWFPALVVCPDCSDEIAVKKDNILVRSFKDGKFTSVPRKDVHEITSDTAPKPDAVLKQAFEQALEFHKSRTIPANWKTELKEDSSSSEAEEEEEEEDDEKEKEDNSSEEEE.... Result: 1 (interaction). (5) The miRNA is mmu-miR-452-5p with sequence UGUUUGCAGAGGAAACUGAGAC. The protein sequence of the target gene is MEREGSGGGGGSAGLLQQILSLKLVPRVGNGTLCPNSTSLCSFPEMWYGVFLWALMSSVFFHVPAGLLALFTLRHHKYGRFMSVSILLMGIVGPITAGILTSAAIAGVYRAAGKEMIPFEALTLGTGQTFCVVVVSFLRVLATL. Result: 0 (no interaction).